Task: Predict the reaction yield, written as a fraction of the theoretical maximum amount of product (1.0 means a 100% yield; for example, 0.34 means a 34% yield).. Dataset: Reaction yield outcomes from USPTO patents with 853,638 reactions (1) The catalyst is C(#N)CC. The yield is 0.528. The reactants are O[CH2:2][C:3]1[CH:12]=[N:11][C:10]2[N:9]3[CH2:13][CH2:14][CH2:15][C@H:8]3[C:7](=[O:16])[NH:6][C:5]=2[CH:4]=1.[CH3:17][NH:18][S:19]([C:22]1[CH:27]=[CH:26][C:25]([N:28]2[CH2:33][CH2:32][NH:31][CH2:30][CH2:29]2)=[CH:24][CH:23]=1)(=[O:21])=[O:20].[I-].C(C[P+](C)(C)C)#N.C(N(CC)C(C)C)(C)C. The product is [CH3:17][NH:18][S:19]([C:22]1[CH:23]=[CH:24][C:25]([N:28]2[CH2:33][CH2:32][N:31]([CH2:2][C:3]3[CH:12]=[N:11][C:10]4[N:9]5[CH2:13][CH2:14][CH2:15][C@H:8]5[C:7](=[O:16])[NH:6][C:5]=4[CH:4]=3)[CH2:30][CH2:29]2)=[CH:26][CH:27]=1)(=[O:20])=[O:21]. (2) The reactants are [Br:1][C:2]1[CH:9]=[C:8]([C:10]([OH:12])=[O:11])[CH:7]=[CH:6][C:3]=1[CH2:4][NH2:5].C([O-])([O-])=O.[Na+].[Na+].[C:19](ON1C(=O)CCC1=O)([O:21][CH2:22][CH:23]1[C:35]2[C:30](=[CH:31][CH:32]=[CH:33][CH:34]=2)[C:29]2[C:24]1=[CH:25][CH:26]=[CH:27][CH:28]=2)=[O:20]. The catalyst is O1CCOCC1. The product is [C:19]([NH:5][CH2:4][C:3]1[CH:6]=[CH:7][C:8]([C:10]([OH:12])=[O:11])=[CH:9][C:2]=1[Br:1])([O:21][CH2:22][CH:23]1[C:24]2[C:29](=[CH:28][CH:27]=[CH:26][CH:25]=2)[C:30]2[C:35]1=[CH:34][CH:33]=[CH:32][CH:31]=2)=[O:20]. The yield is 0.670. (3) The reactants are [NH2:1][C:2]1[CH:7]=[C:6]([O:8][C:9]2[C:14]([F:15])=[CH:13][C:12]([NH:16][C:17]([C:19]3[C:20](=[O:35])[N:21]([C:28]4[CH:33]=[CH:32][C:31]([F:34])=[CH:30][CH:29]=4)[CH:22]=[CH:23][C:24]=3[O:25][CH2:26][CH3:27])=[O:18])=[C:11]([F:36])[CH:10]=2)[CH:5]=[CH:4][N:3]=1.Cl[C:38]([O:40][C:41]([CH3:43])=[CH2:42])=[O:39]. The catalyst is N1C=CC=CC=1. The product is [CH2:26]([O:25][C:24]1[CH:23]=[CH:22][N:21]([C:28]2[CH:29]=[CH:30][C:31]([F:34])=[CH:32][CH:33]=2)[C:20](=[O:35])[C:19]=1[C:17]([NH:16][C:12]1[C:11]([F:36])=[CH:10][C:9]([O:8][C:6]2[CH:5]=[CH:4][N:3]=[C:2]([NH:1][C:38](=[O:39])[O:40][C:41]([CH3:43])=[CH2:42])[CH:7]=2)=[C:14]([F:15])[CH:13]=1)=[O:18])[CH3:27]. The yield is 1.00. (4) The reactants are [F:1][C:2]1[CH:11]=[C:10]2[C:5]([C:6]([CH2:34][CH2:35][CH3:36])([CH2:31][CH2:32][CH3:33])[C:7](=[O:30])[C:8]([C:13]3[NH:18][C:17]4[CH:19]=[CH:20][C:21]([NH:23][S:24]([NH2:27])(=[O:26])=[O:25])=[CH:22][C:16]=4[S:15](=[O:29])(=[O:28])[N:14]=3)=[C:9]2[OH:12])=[CH:4][CH:3]=1.[OH-].[Na+:38]. The catalyst is C(#N)C. The product is [NH2:27][S:24]([NH:23][C:21]1[CH:20]=[CH:19][C:17]2[NH:18][C:13]([C:8]3[C:7](=[O:30])[C:6]([CH2:31][CH2:32][CH3:33])([CH2:34][CH2:35][CH3:36])[C:5]4[C:10](=[CH:11][C:2]([F:1])=[CH:3][CH:4]=4)[C:9]=3[O-:12])=[N:14][S:15](=[O:29])(=[O:28])[C:16]=2[CH:22]=1)(=[O:25])=[O:26].[Na+:38]. The yield is 0.550.